Dataset: NCI-60 drug combinations with 297,098 pairs across 59 cell lines. Task: Regression. Given two drug SMILES strings and cell line genomic features, predict the synergy score measuring deviation from expected non-interaction effect. (1) Drug 1: C(=O)(N)NO. Drug 2: CN(CCCl)CCCl.Cl. Cell line: DU-145. Synergy scores: CSS=50.2, Synergy_ZIP=-0.277, Synergy_Bliss=0.423, Synergy_Loewe=-26.9, Synergy_HSA=-0.568. (2) Drug 1: CC12CCC(CC1=CCC3C2CCC4(C3CC=C4C5=CN=CC=C5)C)O. Drug 2: CC12CCC3C(C1CCC2OP(=O)(O)O)CCC4=C3C=CC(=C4)OC(=O)N(CCCl)CCCl.[Na+]. Cell line: SNB-19. Synergy scores: CSS=3.98, Synergy_ZIP=13.9, Synergy_Bliss=6.07, Synergy_Loewe=5.50, Synergy_HSA=6.17. (3) Drug 1: C1CCC(C1)C(CC#N)N2C=C(C=N2)C3=C4C=CNC4=NC=N3. Drug 2: C1=NNC2=C1C(=O)NC=N2. Cell line: MCF7. Synergy scores: CSS=1.50, Synergy_ZIP=-2.52, Synergy_Bliss=-3.32, Synergy_Loewe=-5.64, Synergy_HSA=-4.32. (4) Drug 1: CC1C(C(=O)NC(C(=O)N2CCCC2C(=O)N(CC(=O)N(C(C(=O)O1)C(C)C)C)C)C(C)C)NC(=O)C3=C4C(=C(C=C3)C)OC5=C(C(=O)C(=C(C5=N4)C(=O)NC6C(OC(=O)C(N(C(=O)CN(C(=O)C7CCCN7C(=O)C(NC6=O)C(C)C)C)C)C(C)C)C)N)C. Drug 2: CN(CCCl)CCCl.Cl. Cell line: SW-620. Synergy scores: CSS=43.4, Synergy_ZIP=-2.97, Synergy_Bliss=-0.977, Synergy_Loewe=-3.95, Synergy_HSA=2.37. (5) Cell line: LOX IMVI. Drug 2: B(C(CC(C)C)NC(=O)C(CC1=CC=CC=C1)NC(=O)C2=NC=CN=C2)(O)O. Drug 1: C1=CC=C(C(=C1)C(C2=CC=C(C=C2)Cl)C(Cl)Cl)Cl. Synergy scores: CSS=51.9, Synergy_ZIP=3.58, Synergy_Bliss=1.85, Synergy_Loewe=-47.4, Synergy_HSA=0.496. (6) Drug 2: CC(C)NC(=O)C1=CC=C(C=C1)CNNC.Cl. Drug 1: CC1=C2C(C(=O)C3(C(CC4C(C3C(C(C2(C)C)(CC1OC(=O)C(C(C5=CC=CC=C5)NC(=O)OC(C)(C)C)O)O)OC(=O)C6=CC=CC=C6)(CO4)OC(=O)C)OC)C)OC. Cell line: T-47D. Synergy scores: CSS=45.2, Synergy_ZIP=4.54, Synergy_Bliss=4.35, Synergy_Loewe=-17.0, Synergy_HSA=3.51.